Dataset: Acute oral toxicity (LD50) regression data from Zhu et al.. Task: Regression/Classification. Given a drug SMILES string, predict its toxicity properties. Task type varies by dataset: regression for continuous values (e.g., LD50, hERG inhibition percentage) or binary classification for toxic/non-toxic outcomes (e.g., AMES mutagenicity, cardiotoxicity, hepatotoxicity). Dataset: ld50_zhu. (1) The molecule is O=C1CCCc2ccccc21. The rat oral LD50 is 2.26, given as -log10 of the dose in mol/kg body weight (higher means more acutely toxic). (2) The compound is NC(=O)NN=Cc1ccc([N+](=O)[O-])o1. The rat oral LD50 is 2.53, given as -log10 of the dose in mol/kg body weight (higher means more acutely toxic). (3) The drug is CN=NNc1ccc([N+](=O)[O-])cc1. The rat oral LD50 is 2.59, given as -log10 of the dose in mol/kg body weight (higher means more acutely toxic). (4) The drug is CCC(C)Cl. The rat oral LD50 is 0.724, given as -log10 of the dose in mol/kg body weight (higher means more acutely toxic). (5) The drug is CNC(=O)CCS. The rat oral LD50 is 2.21, given as -log10 of the dose in mol/kg body weight (higher means more acutely toxic). (6) The drug is Cc1ccc([N+](=O)[O-])cc1S(=O)(=O)O. The rat oral LD50 is 1.77, given as -log10 of the dose in mol/kg body weight (higher means more acutely toxic).